Task: Binary Classification. Given a miRNA mature sequence and a target amino acid sequence, predict their likelihood of interaction.. Dataset: Experimentally validated miRNA-target interactions with 360,000+ pairs, plus equal number of negative samples (1) The miRNA is hsa-miR-940 with sequence AAGGCAGGGCCCCCGCUCCCC. The protein sequence of the target gene is MEELDGEPTVTLIPGVNSKKNQMYFDWGPGEMLVCETSFNKKEKSEMVPSCPFIYIIRKDVDVYSQILRKLFNESHGIFLGLQRIDEELTGKSRKSQLVRVSKNYRSVIRACMEEMHQVAIAAKDPANGRQFSSQVSILSAMELIWNLCEILFIEVAPAGPLLLHLLDWVRLHVCEVDSLSADVLGSENPSKHDSFWNLVTILVLQGRLDEARQMLSKEADASPASAGICRIMGDLMRTMPILSPGNTQTLTELELKWQHWHEECERYLQDSTFATSPHLESLLKIMLGDEAALLEQKEL.... Result: 1 (interaction). (2) The miRNA is hsa-miR-4737 with sequence AUGCGAGGAUGCUGACAGUG. The protein sequence of the target gene is MTFGRSGAASVVLNVGGARYSLSRELLKDFPLRRVSRLHGCRSERDVLEVCDDYDRERNEYFFDRHSEAFGFILLYVRGHGKLRFAPRMCELSFYNEMIYWGLEGAHLEYCCQRRLDDRMSDTYTFYSADEPGVLGRDEARPGGAEAAPSRRWLERMRRTFEEPTSSLAAQILASVSVVFVIVSMVVLCASTLPDWRNAAADNRSLDDRSRYSAGPGREPSGIIEAICIGWFTAECIVRFIVSKNKCEFVKRPLNIIDLLAITPYYISVLMTVFTGENSQLQRAGVTLRVLRMMRIFWVI.... Result: 0 (no interaction). (3) Result: 0 (no interaction). The miRNA is hsa-miR-3140-3p with sequence AGCUUUUGGGAAUUCAGGUAGU. The protein sequence of the target gene is MPVVTTDAESETGIPKSLSNEPPSETMEEIEHTCPQPRLTLTAPAPFADETNCQCQAPHEKLTIAQARLGTPADRPVRVYADGIFDLFHSGHARALMQAKTLFPNSYLLVGVCSDDLTHKFKGFTVMNEAERYEALRHCRYVDEVIRDAPWTLTPEFLEKHKIDFVAHDDIPYSSAGSDDVYKHIKEAGMFVPTQRTEGISTSDIITRIVRDYDVYARRNLQRGYTAKELNVSFINEKRYRFQNQVDKMKEKVKNVEERSKEFVNRVEEKSHDLIQKWEEKSREFIGNFLELFGPDGAWK.... (4) The miRNA is dme-miR-2b-3p with sequence UAUCACAGCCAGCUUUGAGGAGC. The protein sequence of the target gene is MAAEEGVASAASAGGSWGTAAMGRVLPMLLVPVPAEAMGQLGSRAQLRTQPEALGSLTAAGSLQVLSLTPGSRGGGRCCLEGPFWHFLWEDSRNSSTPTEKPKLLALGENYELLIYEFNLKDGRCDATILYSCSREALQKLIDDQDISISLLSLRILSFHNNTSLLFINKCVILHIIFPERDAAIRVLNCFTLPLPAQAVDMIIDTQLCRGILFVLSSLGWIYIFDVVDGTYVAHVDLALHKEDMCNEQQQEPAKISSFTSLKVSQDLDVAVIVSSSNSAVALNLNLYFRQHPGHLLCER.... Result: 0 (no interaction). (5) The miRNA is hsa-miR-1208 with sequence UCACUGUUCAGACAGGCGGA. The protein sequence of the target gene is MWRSRWDASVLKAEALALLPCGLGMAFSQSHVMAARRHQHSRLIIEVDEYSSNPTQAFTFYNINQGRFQPPHVQMVDPVPHDAPKPPGYTRFVCVSDTHSRTDPIQMPYGDVLIHAGDFTELGLPSEVKKFNEWLGSLPYEYKIVIAGNHELTFDQEFMADLIKQDFYYFPSVSKLKPENYENVQSLLTNCIYLQDSEVTVRGFRIYGSPWQPWFYGWGFNLPRGQALLEKWNLIPEGVDILITHGPPLGFLDWVPKKMQRVGCVELLNTVQRRVQPRLHVFGHIHEGYGVMADGTTTYV.... Result: 0 (no interaction). (6) The miRNA is hsa-miR-613 with sequence AGGAAUGUUCCUUCUUUGCC. The protein sequence of the target gene is MQQHHLQQQQQQQQQQEQQHLQEQQQHLQQLHHHAHHHLPQPLHTTSHHHSAHPHLQQQQQQQQHAVVASSPSSVLQQQQQQSTPTTHSTPTHAVMYEDPPPVPLVAVQQQHLPAPQQQQQLQQQQQQQQQQLATTPVAGALSPAQTPTGPSAQQQQHLTSPHHQQLPQQQTPNSVASGASSNLQQQQQQQNAAVAPGQTQIVAPTTASVSPSSVSSQKEDINMSIQLAPLHIPAIRAGPGFETDTSAAVKRHTAHWAYNDEGFNQHYGSGYYDRKHMFAYPYPETQFPVGQYWGPNYRP.... Result: 0 (no interaction).